Dataset: Full USPTO retrosynthesis dataset with 1.9M reactions from patents (1976-2016). Task: Predict the reactants needed to synthesize the given product. (1) Given the product [N:51]1([C:48]2[CH:47]=[CH:46][C:45]([NH:44][C:13]([N:15]3[CH2:16][CH2:17][CH:18]([C:21]4[C:30]5[C:25](=[CH:26][C:27]([N:5]6[CH2:6][CH2:7][N:2]([CH3:1])[CH2:3][CH2:4]6)=[CH:28][CH:29]=5)[N:24]=[CH:23][N:22]=4)[CH2:19][CH2:20]3)=[O:14])=[CH:50][CH:49]=2)[CH2:52][CH2:53][O:54][CH2:55][CH2:56]1, predict the reactants needed to synthesize it. The reactants are: [CH3:1][N:2]1[CH2:7][CH2:6][NH:5][CH2:4][CH2:3]1.C(O[C:13]([N:15]1[CH2:20][CH2:19][CH:18]([C:21]2[C:30]3[C:25](=[CH:26][C:27](F)=[CH:28][CH:29]=3)[N:24]=[CH:23][N:22]=2)[CH2:17][CH2:16]1)=[O:14])(C)(C)C.Cl.[N+](C1C=CC(OC(=O)[NH:44][C:45]2[CH:50]=[CH:49][C:48]([N:51]3[CH2:56][CH2:55][O:54][CH2:53][CH2:52]3)=[CH:47][CH:46]=2)=CC=1)([O-])=O. (2) Given the product [Cl:1][C:2]1[CH:7]=[CH:6][C:5]([Cl:8])=[CH:4][C:3]=1[NH:9][C:10]1[N:20]=[C:19]([NH:21][C:22]2[CH:27]=[CH:26][C:25]([N:28]3[CH2:29][CH2:30][NH:31][CH2:32][CH2:33]3)=[CH:24][C:23]=2[O:41][CH3:42])[C:13]2[C:14](=[O:18])[NH:15][N:16]=[CH:17][C:12]=2[CH:11]=1, predict the reactants needed to synthesize it. The reactants are: [Cl:1][C:2]1[CH:7]=[CH:6][C:5]([Cl:8])=[CH:4][C:3]=1[NH:9][C:10]1[N:20]=[C:19]([NH:21][C:22]2[CH:27]=[CH:26][C:25]([N:28]3[CH2:33][CH2:32][N:31](C(OC(C)(C)C)=O)[CH2:30][CH2:29]3)=[CH:24][C:23]=2[O:41][CH3:42])[C:13]2[C:14](=[O:18])[NH:15][N:16]=[CH:17][C:12]=2[CH:11]=1.FC(F)(F)C(O)=O. (3) Given the product [CH2:14]([NH:21][C:1]([C:4]1[NH:8][C:7]2[C:9]([Cl:13])=[C:10]([Cl:12])[S:11][C:6]=2[CH:5]=1)=[O:3])[C:15]1[CH:20]=[CH:19][CH:18]=[CH:17][CH:16]=1, predict the reactants needed to synthesize it. The reactants are: [C:1]([C:4]1[NH:8][C:7]2[C:9]([Cl:13])=[C:10]([Cl:12])[S:11][C:6]=2[CH:5]=1)([OH:3])=O.[CH2:14]([NH2:21])[C:15]1[CH:20]=[CH:19][CH:18]=[CH:17][CH:16]=1.CCN(C(C)C)C(C)C.CCN=C=NCCCN(C)C. (4) Given the product [Br:15][C:5]1[C:6]2[C:11](=[CH:10][CH:9]=[CH:8][CH:7]=2)[C:2]([OH:1])=[C:3]([C:12]([OH:14])=[O:13])[CH:4]=1, predict the reactants needed to synthesize it. The reactants are: [OH:1][C:2]1[C:11]2[C:6](=[CH:7][CH:8]=[CH:9][CH:10]=2)[CH:5]=[CH:4][C:3]=1[C:12]([OH:14])=[O:13].[Br:15]Br. (5) Given the product [OH:40][CH2:39][C@H:38]([CH3:42])[O:37][C:35]1[CH:36]=[C:16]([CH:17]=[C:18]([C:19]([NH:21][C:22]2[CH:26]=[CH:25][NH:24][N:23]=2)=[O:20])[CH:34]=1)[O:15][C:14]1[CH:13]=[CH:12][C:11]([C:9]([O:8][CH2:6][CH3:7])=[O:10])=[CH:44][CH:43]=1, predict the reactants needed to synthesize it. The reactants are: C[Si](I)(C)C.[CH2:6]([O:8][C:9]([C:11]1[CH:44]=[CH:43][C:14]([O:15][C:16]2[CH:17]=[C:18]([CH:34]=[C:35]([O:37][C@@H:38]([CH3:42])[CH2:39][O:40]C)[CH:36]=2)[C:19]([NH:21][C:22]2[CH:26]=[CH:25][N:24](C(OC(C)(C)C)=O)[N:23]=2)=[O:20])=[CH:13][CH:12]=1)=[O:10])[CH3:7].S([O-])([O-])(=O)=S.[Na+].[Na+].